From a dataset of Forward reaction prediction with 1.9M reactions from USPTO patents (1976-2016). Predict the product of the given reaction. (1) The product is: [CH3:19][C:18]1[O:17][N:16]=[C:15]([C:20]2[CH:21]=[CH:22][CH:23]=[CH:24][CH:25]=2)[C:14]=1[C:13]1[N:7]2[CH2:6][C:5]3[C:9]([C:8]2=[N:11][N:12]=1)=[CH:10][C:2]([C:31]1[CH:32]=[N:33][CH:34]=[CH:35][CH:36]=1)=[CH:3][CH:4]=3. Given the reactants Br[C:2]1[CH:10]=[C:9]2[C:5]([CH2:6][N:7]3[C:13]([C:14]4[C:15]([C:20]5[CH:25]=[CH:24][CH:23]=[CH:22][CH:21]=5)=[N:16][O:17][C:18]=4[CH3:19])=[N:12][N:11]=[C:8]32)=[CH:4][CH:3]=1.C([Sn](CCCC)(CCCC)[C:31]1[CH:32]=[N:33][CH:34]=[CH:35][CH:36]=1)CCC, predict the reaction product. (2) Given the reactants [CH3:1][N:2]1[CH2:7][CH2:6][N:5]([C:8]([O:10][C@@H:11]2[N:20]([C:21]3[CH:22]=[CH:23][C:24]([Cl:27])=[CH:25][N:26]=3)[C:18](=[O:19])[C:13]3[N:14]=[CH:15][CH:16]=[N:17][C:12]2=3)=[O:9])[CH2:4][CH2:3]1.O1CCCC1.[C:33]([OH:45])(=[O:44])[CH2:34][C:35]([CH2:40][C:41]([OH:43])=[O:42])([C:37]([OH:39])=[O:38])[OH:36].CN1CCN(C(OC2N(C3C=CC(Cl)=CN=3)C(=O)C3N=CC=NC2=3)=O)CC1, predict the reaction product. The product is: [CH3:1][N:2]1[CH2:7][CH2:6][N:5]([C:8]([O:10][C@@H:11]2[N:20]([C:21]3[CH:22]=[CH:23][C:24]([Cl:27])=[CH:25][N:26]=3)[C:18](=[O:19])[C:13]3[N:14]=[CH:15][CH:16]=[N:17][C:12]2=3)=[O:9])[CH2:4][CH2:3]1.[C:33]([O-:45])(=[O:44])[CH2:34][C:35]([CH2:40][C:41]([O-:43])=[O:42])([C:37]([O-:39])=[O:38])[OH:36]. (3) The product is: [C:1]1([C:9]2[CH:14]=[CH:13][CH:12]=[CH:11][CH:10]=2)[CH:6]=[CH:5][CH:4]=[C:3]([CH2:7][NH2:8])[CH:2]=1. Given the reactants [C:1]1([C:9]2[CH:14]=[CH:13][CH:12]=[CH:11][CH:10]=2)[CH:6]=[CH:5][CH:4]=[C:3]([C:7]#[N:8])[CH:2]=1.[H-].[Al+3].[Li+].[H-].[H-].[H-].CO.[Cl-].[NH4+], predict the reaction product. (4) Given the reactants [F:1][C:2]1[CH:3]=[C:4]([F:29])[C:5]2[O:10][CH2:9][C:8](=[O:11])[N:7]([CH2:12][CH2:13][N:14]3[CH2:19][CH2:18][CH:17]([NH:20]C(=O)OC(C)(C)C)[CH2:16][CH2:15]3)[C:6]=2[CH:28]=1.NC1CCN(CCN2C3C(=CC=C(C#N)C=3)C=CC2=O)CC1, predict the reaction product. The product is: [NH2:20][CH:17]1[CH2:16][CH2:15][N:14]([CH2:13][CH2:12][N:7]2[C:6]3[CH:28]=[C:2]([F:1])[CH:3]=[C:4]([F:29])[C:5]=3[O:10][CH2:9][C:8]2=[O:11])[CH2:19][CH2:18]1.